From a dataset of Forward reaction prediction with 1.9M reactions from USPTO patents (1976-2016). Predict the product of the given reaction. Given the reactants [OH:1][CH:2]1[CH2:7][CH2:6][CH2:5][CH:4]([O:8][CH2:9][C:10]2[CH:19]=[CH:18][CH:17]=[C:16]([CH3:20])[C:11]=2[C:12]([O:14]C)=[O:13])[CH2:3]1.[CH3:21][O:22][C:23]1[CH:24]=[C:25]([C:29]2[O:30][C:31]([CH3:36])=[C:32]([CH2:34]I)[N:33]=2)[CH:26]=[CH:27][CH:28]=1, predict the reaction product. The product is: [CH3:21][O:22][C:23]1[CH:24]=[C:25]([C:29]2[O:30][C:31]([CH3:36])=[C:32]([CH2:34][O:1][CH:2]3[CH2:7][CH2:6][CH2:5][CH:4]([O:8][CH2:9][C:10]4[CH:19]=[CH:18][CH:17]=[C:16]([CH3:20])[C:11]=4[C:12]([OH:14])=[O:13])[CH2:3]3)[N:33]=2)[CH:26]=[CH:27][CH:28]=1.